This data is from NCI-60 drug combinations with 297,098 pairs across 59 cell lines. The task is: Regression. Given two drug SMILES strings and cell line genomic features, predict the synergy score measuring deviation from expected non-interaction effect. Drug 1: CC1=C(C=C(C=C1)NC2=NC=CC(=N2)N(C)C3=CC4=NN(C(=C4C=C3)C)C)S(=O)(=O)N.Cl. Drug 2: CC12CCC(CC1=CCC3C2CCC4(C3CC=C4C5=CN=CC=C5)C)O. Cell line: HCT-15. Synergy scores: CSS=5.88, Synergy_ZIP=-0.561, Synergy_Bliss=1.52, Synergy_Loewe=-5.00, Synergy_HSA=-1.76.